From a dataset of Forward reaction prediction with 1.9M reactions from USPTO patents (1976-2016). Predict the product of the given reaction. (1) Given the reactants [CH2:1]([O:8][C:9]([NH:11][C@H:12]([CH2:17][OH:18])[C:13]([O:15][CH3:16])=[O:14])=[O:10])[C:2]1[CH:7]=[CH:6][CH:5]=[CH:4][CH:3]=1.S(=O)(=O)(O)O.S([O-])([O-])(=O)=O.[Na+].[Na+], predict the reaction product. The product is: [CH2:1]([O:8][C:9]([NH:11][C@H:12]([CH2:17][O:18][C:2]([CH3:7])([CH3:3])[CH3:1])[C:13]([O:15][CH3:16])=[O:14])=[O:10])[C:2]1[CH:3]=[CH:4][CH:5]=[CH:6][CH:7]=1. (2) Given the reactants [O:1]1[CH2:4][C:3](=O)[CH2:2]1.[CH3:6][C:7]([S:10]([NH2:12])=[O:11])([CH3:9])[CH3:8].[Cl-].[Na+], predict the reaction product. The product is: [CH3:6][C:7]([S:10]([N:12]=[C:3]1[CH2:4][O:1][CH2:2]1)=[O:11])([CH3:9])[CH3:8].